From a dataset of Full USPTO retrosynthesis dataset with 1.9M reactions from patents (1976-2016). Predict the reactants needed to synthesize the given product. (1) Given the product [Br:22][C:19]1[CH:20]=[CH:21][C:16]([O:15][CH2:14][C:13]([OH:31])=[O:12])=[C:17]([CH2:23][CH:24]2[S:28][C:27](=[O:29])[N:26]([CH2:6][C:5]3[CH:8]=[CH:9][C:2]([Cl:1])=[CH:3][CH:4]=3)[C:25]2=[O:30])[CH:18]=1, predict the reactants needed to synthesize it. The reactants are: [Cl:1][C:2]1[CH:9]=[CH:8][C:5]([CH2:6]Br)=[CH:4][CH:3]=1.C([O:12][C:13](=[O:31])[CH2:14][O:15][C:16]1[CH:21]=[CH:20][C:19]([Br:22])=[CH:18][C:17]=1/[CH:23]=[C:24]1/[C:25](=[O:30])[NH:26][C:27](=[O:29])[S:28]/1)C. (2) Given the product [N:27]([CH2:12][C@@H:13]1[CH2:18][CH2:17][C@H:16]([O:19][CH2:20][C:21]2[CH:26]=[CH:25][CH:24]=[CH:23][CH:22]=2)[CH2:15][CH2:14]1)=[N+:28]=[N-:29], predict the reactants needed to synthesize it. The reactants are: CC1C=CC(S(O[CH2:12][C@H:13]2[CH2:18][CH2:17][C@@H:16]([O:19][CH2:20][C:21]3[CH:26]=[CH:25][CH:24]=[CH:23][CH:22]=3)[CH2:15][CH2:14]2)(=O)=O)=CC=1.[N-:27]=[N+:28]=[N-:29].[Na+]. (3) Given the product [CH:12]1([N:8]2[C:4]3[N:5]=[CH:6][N:7]=[C:2]([NH2:18])[C:3]=3[C:10]([I:11])=[CH:9]2)[CH2:16][CH2:15][CH2:14][CH2:13]1, predict the reactants needed to synthesize it. The reactants are: Cl[C:2]1[C:3]2[C:10]([I:11])=[CH:9][N:8]([CH:12]3[CH2:16][CH2:15][CH2:14][CH2:13]3)[C:4]=2[N:5]=[CH:6][N:7]=1.[OH-].[NH3:18]. (4) Given the product [CH3:44][O:45][C:46](=[O:51])[C:47]([NH:48][C:21]([C:12]1[CH:13]=[CH:14][C:15]2[C:20](=[CH:19][CH:18]=[CH:17][CH:16]=2)[C:11]=1[O:10][CH2:9][C:6]1[CH:7]=[N:8][C:3]([O:2][CH3:1])=[CH:4][CH:5]=1)=[O:22])([CH3:50])[CH3:49], predict the reactants needed to synthesize it. The reactants are: [CH3:1][O:2][C:3]1[N:8]=[CH:7][C:6]([CH2:9][O:10][C:11]2[C:20]3[C:15](=[CH:16][CH:17]=[CH:18][CH:19]=3)[CH:14]=[CH:13][C:12]=2[C:21](O)=[O:22])=[CH:5][CH:4]=1.ON1C2C=CC=CC=2N=N1.C(N(CC)C(C)C)(C)C.Cl.[CH3:44][O:45][C:46](=[O:51])[C:47]([CH3:50])([CH3:49])[NH2:48].Cl. (5) The reactants are: [CH2:1]([NH2:8])[C:2]1[CH:7]=[CH:6][CH:5]=[CH:4][CH:3]=1.C[Al](C)C.[F:13][C:14]([F:31])([C:20]([F:30])([F:29])[C:21]([F:28])([F:27])[C:22](OCC)=[O:23])[C:15](OCC)=[O:16].[H-].[Na+]. Given the product [CH2:1]([N:8]1[C:22](=[O:23])[C:21]([F:27])([F:28])[C:20]([F:29])([F:30])[C:14]([F:31])([F:13])[C:15]1=[O:16])[C:2]1[CH:7]=[CH:6][CH:5]=[CH:4][CH:3]=1, predict the reactants needed to synthesize it. (6) Given the product [F:1][C:2]1[CH:3]=[C:4]([C@@H:9]2[CH2:13][N:12]([CH2:14][CH2:15][O:16][CH3:17])[CH2:11][C@H:10]2[NH:18][C:33]([NH:32][C:29]2[N:28]([C:42]3[CH:43]=[CH:44][CH:45]=[CH:46][CH:47]=3)[N:27]=[C:26]([C:24]3[CH:23]=[N:22][N:21]([CH2:19][CH3:20])[CH:25]=3)[C:30]=2[CH3:31])=[O:34])[CH:5]=[CH:6][C:7]=1[F:8], predict the reactants needed to synthesize it. The reactants are: [F:1][C:2]1[CH:3]=[C:4]([C@@H:9]2[CH2:13][N:12]([CH2:14][CH2:15][O:16][CH3:17])[CH2:11][C@H:10]2[NH2:18])[CH:5]=[CH:6][C:7]=1[F:8].[CH2:19]([N:21]1[CH:25]=[C:24]([C:26]2[C:30]([CH3:31])=[C:29]([NH:32][C:33](=O)[O:34]C3C=CC=CC=3)[N:28]([C:42]3[CH:47]=[CH:46][CH:45]=[CH:44][CH:43]=3)[N:27]=2)[CH:23]=[N:22]1)[CH3:20].CCN(C(C)C)C(C)C. (7) Given the product [F:3][C:4]1[CH:9]=[CH:8][CH:7]=[CH:6][C:5]=1[NH:10][C:11]1[O:15][C:14]([C:16]([NH:18][CH:19]2[CH2:20][CH2:21][N:22]([C:25]3[N:30]=[CH:29][C:28]([CH2:31][C:32]([OH:34])=[O:33])=[CH:27][CH:26]=3)[CH2:23][CH2:24]2)=[O:17])=[N:13][N:12]=1, predict the reactants needed to synthesize it. The reactants are: [OH-].[Na+].[F:3][C:4]1[CH:9]=[CH:8][CH:7]=[CH:6][C:5]=1[NH:10][C:11]1[O:15][C:14]([C:16]([NH:18][CH:19]2[CH2:24][CH2:23][N:22]([C:25]3[N:30]=[CH:29][C:28]([CH2:31][C:32]([O:34]C)=[O:33])=[CH:27][CH:26]=3)[CH2:21][CH2:20]2)=[O:17])=[N:13][N:12]=1.Cl.